Dataset: Forward reaction prediction with 1.9M reactions from USPTO patents (1976-2016). Task: Predict the product of the given reaction. (1) Given the reactants Cl[C:2]1[N:11]=[C:10]([O:12][CH3:13])[C:9]2[C:4](=[CH:5][C:6]([O:16][CH3:17])=[C:7]([O:14][CH3:15])[CH:8]=2)[N:3]=1.[C:18]([O:22][C:23]([N:25]1[CH2:30][CH2:29][CH:28]([NH2:31])[CH2:27][CH2:26]1)=[O:24])([CH3:21])([CH3:20])[CH3:19].C(N(CC)CC)C, predict the reaction product. The product is: [C:18]([O:22][C:23]([N:25]1[CH2:30][CH2:29][CH:28]([NH:31][C:2]2[N:11]=[C:10]([O:12][CH3:13])[C:9]3[C:4](=[CH:5][C:6]([O:16][CH3:17])=[C:7]([O:14][CH3:15])[CH:8]=3)[N:3]=2)[CH2:27][CH2:26]1)=[O:24])([CH3:21])([CH3:19])[CH3:20]. (2) Given the reactants [CH3:1][C@H:2]1[C@@H:7]([C:8]([OH:10])=O)[CH2:6][CH2:5][O:4][CH2:3]1.[CH2:11]([C@@H:18]1[CH2:22][O:21][C:20](=[O:23])[NH:19]1)[C:12]1[CH:17]=[CH:16][CH:15]=[CH:14][CH:13]=1, predict the reaction product. The product is: [CH2:11]([C@@H:18]1[CH2:22][O:21][C:20](=[O:23])[N:19]1[C:8]([C@H:7]1[CH2:6][CH2:5][O:4][CH2:3][C@@H:2]1[CH3:1])=[O:10])[C:12]1[CH:13]=[CH:14][CH:15]=[CH:16][CH:17]=1. (3) Given the reactants [CH:1]1[N:2]=[CH:3][N:4]2[C:9]=1[CH2:8][CH2:7][NH:6][C:5]2=[O:10].[Br:11][CH2:12][CH2:13][F:14], predict the reaction product. The product is: [Br-:11].[F:14][CH2:13][CH2:12][N+:2]1[CH:1]=[C:9]2[N:4]([C:5](=[O:10])[NH:6][CH2:7][CH2:8]2)[CH:3]=1. (4) The product is: [C:1]([C:3]1[CH:4]=[C:5]([CH:9]([C:22](=[O:21])[CH3:23])[C:10]([O:12][CH3:13])=[O:11])[CH:6]=[CH:7][CH:8]=1)#[N:2]. Given the reactants [C:1]([C:3]1[CH:4]=[C:5]([CH2:9][C:10]([O:12][CH3:13])=[O:11])[CH:6]=[CH:7][CH:8]=1)#[N:2].CCCCCCC.[O:21]1CC[CH2:23][CH2:22]1.C(C1C=CC=CC=1)C.C([N-]C(C)C)(C)C.[Li+].C(Cl)(=O)C.[Cl-].[NH4+], predict the reaction product.